Predict which catalyst facilitates the given reaction. From a dataset of Catalyst prediction with 721,799 reactions and 888 catalyst types from USPTO. (1) Product: [C:11]([C:10]1[C:28]([C:31]2[CH:36]=[CH:35][CH:34]=[CH:33][CH:32]=2)=[C:27]([C:37]2[CH:38]=[CH:39][CH:40]=[CH:41][CH:42]=2)[C:26]([C:43]2[CH:44]=[CH:45][CH:46]=[CH:47][CH:48]=2)=[C:25]([C:19]2[CH:24]=[CH:23][CH:22]=[CH:21][CH:20]=2)[C:9]=1[C:1](=[O:8])[C:2]1[CH:7]=[CH:6][CH:5]=[CH:4][CH:3]=1)(=[O:18])[C:12]1[CH:17]=[CH:16][CH:15]=[CH:14][CH:13]=1. The catalyst class is: 5. Reactant: [C:1]([C:9]#[C:10][C:11](=[O:18])[C:12]1[CH:17]=[CH:16][CH:15]=[CH:14][CH:13]=1)(=[O:8])[C:2]1[CH:7]=[CH:6][CH:5]=[CH:4][CH:3]=1.[C:19]1([C:25]2C(=O)[C:28]([C:31]3[CH:36]=[CH:35][CH:34]=[CH:33][CH:32]=3)=[C:27]([C:37]3[CH:42]=[CH:41][CH:40]=[CH:39][CH:38]=3)[C:26]=2[C:43]2[CH:48]=[CH:47][CH:46]=[CH:45][CH:44]=2)[CH:24]=[CH:23][CH:22]=[CH:21][CH:20]=1.C(C1C=CC=CC=1)(=O)C1C=CC=CC=1. (2) Reactant: [CH2:1]([O:4][C:5]1[CH:12]=[CH:11][C:10]([O:13][CH3:14])=[CH:9][C:6]=1[CH2:7]O)[CH:2]=[CH2:3].C1(P([N:29]=[N+:30]=[N-:31])(C2C=CC=CC=2)=O)C=CC=CC=1.N12CCCN=C1CCCCC2. Product: [CH2:1]([O:4][C:5]1[CH:12]=[CH:11][C:10]([O:13][CH3:14])=[CH:9][C:6]=1[CH2:7][N:29]=[N+:30]=[N-:31])[CH:2]=[CH2:3]. The catalyst class is: 1. (3) Reactant: Br[C:2]1[CH:7]=[CH:6][C:5](/[CH:8]=[CH:9]/[C:10]([O:12][CH3:13])=[O:11])=[CH:4][CH:3]=1.[F:14][C:15]([F:31])([F:30])[O:16][C:17]1[CH:22]=[CH:21][C:20](C2C=CC(O)=CC=2)=[CH:19][CH:18]=1.C([O-])([O-])=O.[K+].[K+].N#N. Product: [F:14][C:15]([F:30])([F:31])[O:16][C:17]1[CH:22]=[CH:21][C:20]([C:2]2[CH:7]=[CH:6][C:5](/[CH:8]=[CH:9]/[C:10]([O:12][CH3:13])=[O:11])=[CH:4][CH:3]=2)=[CH:19][CH:18]=1. The catalyst class is: 75. (4) Reactant: [C:1]1([CH:7]([NH2:10])[C:8]#[CH:9])[CH:6]=[CH:5][CH:4]=[CH:3][CH:2]=1.[Cl:11][CH2:12][CH2:13][N:14]=[C:15]=[O:16].C(N(CC)CC)C. Product: [Cl:11][CH2:12][CH2:13][NH:14][C:15]([NH:10][CH:7]([C:1]1[CH:6]=[CH:5][CH:4]=[CH:3][CH:2]=1)[C:8]#[CH:9])=[O:16]. The catalyst class is: 2. (5) Reactant: [C:1]1([S:7](Cl)(=[O:9])=[O:8])[CH:6]=[CH:5][CH:4]=[CH:3][CH:2]=1.C(N(CC)CC)C.Cl.[CH:19]1[C:31]2[CH:30]([CH2:32][O:33][C:34]([N:36]3[CH2:40][CH2:39][C@H:38]4[NH:41][CH2:42][C@H:43]([OH:44])[C@@H:37]34)=[O:35])[C:29]3[C:24](=[CH:25][CH:26]=[CH:27][CH:28]=3)[C:23]=2[CH:22]=[CH:21][CH:20]=1. Product: [CH:28]1[C:29]2[CH:30]([CH2:32][O:33][C:34]([N:36]3[CH2:40][CH2:39][C@H:38]4[N:41]([S:7]([C:1]5[CH:6]=[CH:5][CH:4]=[CH:3][CH:2]=5)(=[O:9])=[O:8])[CH2:42][C@H:43]([OH:44])[C@@H:37]34)=[O:35])[C:31]3[C:23](=[CH:22][CH:21]=[CH:20][CH:19]=3)[C:24]=2[CH:25]=[CH:26][CH:27]=1. The catalyst class is: 4. (6) Reactant: C1COCC1.[F:6][C:7]([F:18])([F:17])[O:8][C:9]1[CH:10]=[C:11]([CH:14]=[CH:15][CH:16]=1)[CH:12]=[O:13].[Cl:19][CH:20]([Si](C)(C)C)[Cl:21].Cl.CO. Product: [Cl:19][CH:20]([Cl:21])[CH:12]([C:11]1[CH:14]=[CH:15][CH:16]=[C:9]([O:8][C:7]([F:17])([F:18])[F:6])[CH:10]=1)[OH:13]. The catalyst class is: 280.